Dataset: Full USPTO retrosynthesis dataset with 1.9M reactions from patents (1976-2016). Task: Predict the reactants needed to synthesize the given product. Given the product [O:11]([C:18]1[CH:19]=[CH:20][C:21]([NH:22][C:2]2[C:3]3[N:10]([CH:26]4[CH2:27][N:28]([C:30](=[O:32])[CH:37]=[CH2:38])[CH2:29]4)[CH:9]=[CH:8][C:4]=3[N:5]=[CH:6][N:7]=2)=[CH:23][CH:24]=1)[C:12]1[CH:13]=[CH:14][CH:15]=[CH:16][CH:17]=1, predict the reactants needed to synthesize it. The reactants are: Cl[C:2]1[C:3]2[NH:10][CH:9]=[CH:8][C:4]=2[N:5]=[CH:6][N:7]=1.[O:11]([C:18]1[CH:24]=[CH:23][C:21]([NH2:22])=[CH:20][CH:19]=1)[C:12]1[CH:17]=[CH:16][CH:15]=[CH:14][CH:13]=1.I[CH:26]1[CH2:29][N:28]([C:30]([O:32]C(C)(C)C)=O)[CH2:27]1.[C:37](Cl)(=O)[CH:38]=C.